From a dataset of Full USPTO retrosynthesis dataset with 1.9M reactions from patents (1976-2016). Predict the reactants needed to synthesize the given product. (1) Given the product [Cl:1][C:2]1[CH:9]=[C:8]([C:10]([F:13])([F:12])[F:11])[CH:7]=[CH:6][C:3]=1[CH:4]=[O:26], predict the reactants needed to synthesize it. The reactants are: [Cl:1][C:2]1[CH:9]=[C:8]([C:10]([F:13])([F:12])[F:11])[CH:7]=[CH:6][C:3]=1[C:4]#N.[H-].C([Al+]CC(C)C)C(C)C.C(O)(=[O:26])C.ClCCl. (2) Given the product [CH2:1]([O:8][C:9]1[CH:14]=[CH:13][C:12]([I:23])=[C:11]([F:16])[CH:10]=1)[C:2]1[CH:7]=[CH:6][CH:5]=[CH:4][CH:3]=1, predict the reactants needed to synthesize it. The reactants are: [CH2:1]([O:8][C:9]1[CH:14]=[CH:13][C:12](Br)=[C:11]([F:16])[CH:10]=1)[C:2]1[CH:7]=[CH:6][CH:5]=[CH:4][CH:3]=1.O1CCOCC1.[I-:23].[Na+].CNCCNC. (3) Given the product [NH2:1][C:2]1[CH:7]=[C:6]([Cl:8])[C:5]([Br:9])=[CH:4][C:3]=1[CH:10]=[O:11], predict the reactants needed to synthesize it. The reactants are: [NH2:1][C:2]1[CH:7]=[C:6]([Cl:8])[C:5]([Br:9])=[CH:4][C:3]=1[CH2:10][OH:11]. (4) The reactants are: [C:1]1(B(O)O)[CH:6]=[CH:5][CH:4]=[CH:3][CH:2]=1.[NH2:10][C:11]1[N:12]=[CH:13][C:14]([C:21]2[CH:22]=[N:23][N:24]([CH:26]3[CH2:31][CH2:30][N:29]([C:32]([O:34][C:35]([CH3:38])([CH3:37])[CH3:36])=[O:33])[CH2:28][CH2:27]3)[CH:25]=2)=[C:15]2[C:19]([Cl:20])=[CH:18][O:17][C:16]=12.C(=O)([O-])[O-].[K+].[K+]. Given the product [NH2:10][C:11]1[N:12]=[CH:13][C:14]([C:21]2[CH:22]=[N:23][N:24]([CH:26]3[CH2:27][CH2:28][N:29]([C:32]([O:34][C:35]([CH3:38])([CH3:37])[CH3:36])=[O:33])[CH2:30][CH2:31]3)[CH:25]=2)=[C:15]2[C:19]([Cl:20])=[C:18]([C:1]3[CH:6]=[CH:5][CH:4]=[CH:3][CH:2]=3)[O:17][C:16]=12, predict the reactants needed to synthesize it. (5) Given the product [C:26]([N:12]1[CH2:11][CH2:10][CH:9]([C:6]2[CH:7]=[CH:8][C:3]([Br:2])=[CH:4][CH:5]=2)[CH2:14][CH2:13]1)([O:25][C:22]([CH3:24])([CH3:23])[CH3:21])=[O:27], predict the reactants needed to synthesize it. The reactants are: Cl.[Br:2][C:3]1[CH:8]=[CH:7][C:6]([CH:9]2[CH2:14][CH2:13][NH:12][CH2:11][CH2:10]2)=[CH:5][CH:4]=1.C([O-])([O-])=O.[K+].[K+].[CH3:21][C:22]([O:25][C:26](O[C:26]([O:25][C:22]([CH3:24])([CH3:23])[CH3:21])=[O:27])=[O:27])([CH3:24])[CH3:23].